Regression/Classification. Given a drug SMILES string, predict its absorption, distribution, metabolism, or excretion properties. Task type varies by dataset: regression for continuous measurements (e.g., permeability, clearance, half-life) or binary classification for categorical outcomes (e.g., BBB penetration, CYP inhibition). Dataset: cyp2c19_veith. From a dataset of CYP2C19 inhibition data for predicting drug metabolism from PubChem BioAssay. (1) The drug is CCC(=O)Nc1cc2c(cc1C(=O)c1ccccc1)OCCO2. The result is 1 (inhibitor). (2) The drug is O=C(c1csnn1)N1CCC2(CC1)CCN(c1ccccn1)CC2. The result is 0 (non-inhibitor). (3) The compound is COc1ccc(NC(=O)N2CCCC3(CCN(S(C)(=O)=O)CC3)C2)cc1. The result is 0 (non-inhibitor). (4) The drug is c1ccc(-c2nc(N3CCCCCC3)nc(-n3ccnc3)n2)cc1. The result is 1 (inhibitor). (5) The compound is O=C(NC1CCCCC1)C(c1ccc(F)cc1)N(C(=O)Cc1ccsc1)c1ccc(F)cc1. The result is 0 (non-inhibitor). (6) The compound is CC(=O)n1c(COS(C)(=O)=O)nc2ccccc21. The result is 0 (non-inhibitor). (7) The compound is COc1ccccc1-n1cc(C(=O)NCC(=O)N2CCN(c3ccccc3)CC2)c2ccccc2c1=O. The result is 1 (inhibitor). (8) The molecule is COC(=O)[C@@H]1CC[C@H](C)[C@@H](c2ccc(C)cc2)N1C(=O)c1ccc(/C=N\O[C@@H]2O[C@H](COC(C)=O)[C@H](OC(C)=O)[C@H](OC(C)=O)[C@H]2OC(C)=O)cc1. The result is 0 (non-inhibitor). (9) The drug is Cc1nc2cnc(Nc3ccccc3)nc2n(C)c1=O. The result is 0 (non-inhibitor).